This data is from Full USPTO retrosynthesis dataset with 1.9M reactions from patents (1976-2016). The task is: Predict the reactants needed to synthesize the given product. (1) Given the product [CH3:1][NH:2][S:11]([C:8]1[CH:9]=[CH:10][C:5]([O:4][CH3:3])=[CH:6][CH:7]=1)(=[O:13])=[O:12], predict the reactants needed to synthesize it. The reactants are: [CH3:1][NH2:2].[CH3:3][O:4][C:5]1[CH:10]=[CH:9][C:8]([S:11](Cl)(=[O:13])=[O:12])=[CH:7][CH:6]=1. (2) Given the product [C:16]([O:20][C:21]([N:23]1[CH:27]=[CH:26][CH:25]=[C:24]1[C@@H:34]([OH:35])[C@@H:33]([N:32]([CH2:31][C:30]1[CH:53]=[CH:54][CH:55]=[CH:56][C:29]=1[CH3:28])[CH2:45][C:46]1[CH:51]=[CH:50][CH:49]=[CH:48][C:47]=1[CH3:52])[CH2:36][C:37]1[CH:42]=[C:41]([F:43])[CH:40]=[C:39]([F:44])[CH:38]=1)=[O:22])([CH3:19])([CH3:17])[CH3:18], predict the reactants needed to synthesize it. The reactants are: C([Li])CCC.CC1(C)CCCC(C)(C)N1.[C:16]([O:20][C:21]([N:23]1[CH:27]=[CH:26][CH:25]=[CH:24]1)=[O:22])([CH3:19])([CH3:18])[CH3:17].[CH3:28][C:29]1[CH:56]=[CH:55][CH:54]=[CH:53][C:30]=1[CH2:31][N:32]([CH2:45][C:46]1[CH:51]=[CH:50][CH:49]=[CH:48][C:47]=1[CH3:52])[C@@H:33]([CH2:36][C:37]1[CH:42]=[C:41]([F:43])[CH:40]=[C:39]([F:44])[CH:38]=1)[CH:34]=[O:35]. (3) The reactants are: [S:1]1[CH:5]=[CH:4][N:3]=[CH:2]1.[C:6]([O:10][C:11]([N:13]1[CH2:17][CH2:16][CH2:15][C@H:14]1[CH2:18][O:19][C:20]1[CH:25]=[CH:24][C:23]([CH2:26][C:27]2[CH:32]=[CH:31][C:30](I)=[CH:29][CH:28]=2)=[CH:22][CH:21]=1)=[O:12])([CH3:9])([CH3:8])[CH3:7]. Given the product [C:6]([O:10][C:11]([N:13]1[CH2:17][CH2:16][CH2:15][C@H:14]1[CH2:18][O:19][C:20]1[CH:21]=[CH:22][C:23]([CH2:26][C:27]2[CH:28]=[CH:29][C:30]([C:2]3[S:1][CH:5]=[CH:4][N:3]=3)=[CH:31][CH:32]=2)=[CH:24][CH:25]=1)=[O:12])([CH3:9])([CH3:7])[CH3:8], predict the reactants needed to synthesize it. (4) The reactants are: Cl.[CH:2]1([CH2:5][O:6][C:7]2[CH:12]=[C:11]([F:13])[C:10]([CH3:14])=[CH:9][C:8]=2[C:15]2[C:16]3[NH:23][C:22]([CH3:24])=[C:21]([C:25]([NH:27][CH:28]4[CH2:33][CH2:32][NH:31][CH2:30][CH2:29]4)=[O:26])[C:17]=3[N:18]=[CH:19][N:20]=2)[CH2:4][CH2:3]1.C([O:37][C@@H:38]([CH3:42])[C:39](Cl)=[O:40])(=O)C. Given the product [CH:2]1([CH2:5][O:6][C:7]2[CH:12]=[C:11]([F:13])[C:10]([CH3:14])=[CH:9][C:8]=2[C:15]2[C:16]3[NH:23][C:22]([CH3:24])=[C:21]([C:25]([NH:27][CH:28]4[CH2:29][CH2:30][N:31]([C:39](=[O:40])[C@@H:38]([OH:37])[CH3:42])[CH2:32][CH2:33]4)=[O:26])[C:17]=3[N:18]=[CH:19][N:20]=2)[CH2:4][CH2:3]1, predict the reactants needed to synthesize it.